From a dataset of NCI-60 drug combinations with 297,098 pairs across 59 cell lines. Regression. Given two drug SMILES strings and cell line genomic features, predict the synergy score measuring deviation from expected non-interaction effect. (1) Drug 1: C1=C(C(=O)NC(=O)N1)N(CCCl)CCCl. Drug 2: C1C(C(OC1N2C=NC3=C2NC=NCC3O)CO)O. Cell line: SNB-19. Synergy scores: CSS=1.68, Synergy_ZIP=-9.08, Synergy_Bliss=-12.6, Synergy_Loewe=-12.2, Synergy_HSA=-12.2. (2) Drug 1: CC1C(C(CC(O1)OC2CC(OC(C2O)C)OC3=CC4=CC5=C(C(=O)C(C(C5)C(C(=O)C(C(C)O)O)OC)OC6CC(C(C(O6)C)O)OC7CC(C(C(O7)C)O)OC8CC(C(C(O8)C)O)(C)O)C(=C4C(=C3C)O)O)O)O. Drug 2: CCC1(CC2CC(C3=C(CCN(C2)C1)C4=CC=CC=C4N3)(C5=C(C=C6C(=C5)C78CCN9C7C(C=CC9)(C(C(C8N6C)(C(=O)OC)O)OC(=O)C)CC)OC)C(=O)OC)O.OS(=O)(=O)O. Cell line: HCT116. Synergy scores: CSS=55.6, Synergy_ZIP=5.47, Synergy_Bliss=5.72, Synergy_Loewe=-0.00989, Synergy_HSA=-0.0583. (3) Drug 1: C1=NC(=NC(=O)N1C2C(C(C(O2)CO)O)O)N. Drug 2: COC1=C2C(=CC3=C1OC=C3)C=CC(=O)O2. Cell line: SR. Synergy scores: CSS=57.2, Synergy_ZIP=5.37, Synergy_Bliss=5.15, Synergy_Loewe=-12.4, Synergy_HSA=5.58. (4) Drug 1: CN1C(=O)N2C=NC(=C2N=N1)C(=O)N. Drug 2: CCC1(C2=C(COC1=O)C(=O)N3CC4=CC5=C(C=CC(=C5CN(C)C)O)N=C4C3=C2)O. Cell line: NCIH23. Synergy scores: CSS=62.9, Synergy_ZIP=-1.02, Synergy_Bliss=-4.06, Synergy_Loewe=-6.20, Synergy_HSA=-1.26. (5) Drug 1: CC1=C(C=C(C=C1)NC2=NC=CC(=N2)N(C)C3=CC4=NN(C(=C4C=C3)C)C)S(=O)(=O)N.Cl. Drug 2: C1=C(C(=O)NC(=O)N1)N(CCCl)CCCl. Cell line: NCI-H226. Synergy scores: CSS=16.7, Synergy_ZIP=-2.60, Synergy_Bliss=-0.848, Synergy_Loewe=-6.04, Synergy_HSA=0.913. (6) Drug 1: C1=CN(C=N1)CC(O)(P(=O)(O)O)P(=O)(O)O. Drug 2: COCCOC1=C(C=C2C(=C1)C(=NC=N2)NC3=CC=CC(=C3)C#C)OCCOC.Cl. Cell line: SF-295. Synergy scores: CSS=-2.03, Synergy_ZIP=0.0930, Synergy_Bliss=-0.0140, Synergy_Loewe=-4.40, Synergy_HSA=-2.77. (7) Cell line: NCI/ADR-RES. Drug 1: C1CC(C1)(C(=O)O)C(=O)O.[NH2-].[NH2-].[Pt+2]. Synergy scores: CSS=2.76, Synergy_ZIP=0.433, Synergy_Bliss=0.784, Synergy_Loewe=2.61, Synergy_HSA=-0.985. Drug 2: CNC(=O)C1=NC=CC(=C1)OC2=CC=C(C=C2)NC(=O)NC3=CC(=C(C=C3)Cl)C(F)(F)F. (8) Drug 1: C1CC(=O)NC(=O)C1N2CC3=C(C2=O)C=CC=C3N. Drug 2: C1=CC(=CC=C1CCCC(=O)O)N(CCCl)CCCl. Cell line: RXF 393. Synergy scores: CSS=19.0, Synergy_ZIP=1.25, Synergy_Bliss=4.88, Synergy_Loewe=1.86, Synergy_HSA=6.00. (9) Drug 1: CC1=C(C(CCC1)(C)C)C=CC(=CC=CC(=CC(=O)O)C)C. Drug 2: N.N.Cl[Pt+2]Cl. Cell line: ACHN. Synergy scores: CSS=64.8, Synergy_ZIP=-0.139, Synergy_Bliss=-0.206, Synergy_Loewe=-8.14, Synergy_HSA=-0.861.